Predict the reactants needed to synthesize the given product. From a dataset of Full USPTO retrosynthesis dataset with 1.9M reactions from patents (1976-2016). (1) The reactants are: [C:1]([CH:4]([CH2:28][CH2:29][CH2:30][C:31]1[CH:36]=[CH:35][CH:34]=[CH:33][CH:32]=1)[C:5]([NH:7][CH:8]([C:10]1[C:11](=[O:27])[NH:12][C:13]([CH2:16][C:17]2[CH:18]=[C:19]3[C:24](=[CH:25][CH:26]=2)[N:23]=[CH:22][CH:21]=[CH:20]3)=[N:14][N:15]=1)[CH3:9])=O)(=[O:3])[CH3:2].P(Cl)(Cl)(Cl)=O. Given the product [C:1]([CH:4]([C:5]1[N:15]2[C:10]([C:11](=[O:27])[NH:12][C:13]([CH2:16][C:17]3[CH:18]=[C:19]4[C:24](=[CH:25][CH:26]=3)[N:23]=[CH:22][CH:21]=[CH:20]4)=[N:14]2)=[C:8]([CH3:9])[N:7]=1)[CH2:28][CH2:29][CH2:30][C:31]1[CH:36]=[CH:35][CH:34]=[CH:33][CH:32]=1)(=[O:3])[CH3:2], predict the reactants needed to synthesize it. (2) Given the product [NH:6]1[C:14]2[C:9](=[CH:10][CH:11]=[C:12]3[CH:18]=[CH:17][CH:16]=[CH:15][C:13]3=2)[C:8]([CH:24]=[O:25])=[CH:7]1, predict the reactants needed to synthesize it. The reactants are: O=P(Cl)(Cl)Cl.[NH:6]1[C:14]2[C:9](=[CH:10][CH:11]=[C:12]3[CH:18]=[CH:17][CH:16]=[CH:15][C:13]3=2)[CH:8]=[CH:7]1.[OH-].[Na+].CN([CH:24]=[O:25])C. (3) Given the product [Cl:1][C:2]1[CH:3]=[CH:4][C:5]2[CH:15]([OH:16])[C:10]3=[N:11][CH:12]=[CH:13][CH:14]=[C:9]3[CH2:8][CH2:7][C:6]=2[CH:17]=1, predict the reactants needed to synthesize it. The reactants are: [Cl:1][C:2]1[CH:3]=[CH:4][C:5]2[C:15](=[O:16])[C:10]3=[N:11][CH:12]=[CH:13][CH:14]=[C:9]3[CH2:8][CH2:7][C:6]=2[CH:17]=1.[BH4-].[Na+]. (4) Given the product [F:52][C:48]1[CH:47]=[C:46]2[C:51]([C:43]([C:40]3[CH:39]=[CH:38][C:37]([N:34]4[CH2:35][CH2:36][NH:31][CH2:32][C:33]4=[O:60])=[N:42][CH:41]=3)=[CH:44][NH:45]2)=[CH:50][CH:49]=1, predict the reactants needed to synthesize it. The reactants are: FC1C=C2C(C(C3C=CC(N4CCC(N)CC4)=NC=3)=CN2)=CC=1.C(OC([N:31]1[CH2:36][CH2:35][N:34]([C:37]2[N:42]=[CH:41][C:40]([C:43]3[C:51]4[C:46](=[CH:47][C:48]([F:52])=[CH:49][CH:50]=4)[N:45](C(OC(C)(C)C)=O)[CH:44]=3)=[CH:39][CH:38]=2)[C:33](=[O:60])[CH2:32]1)=O)(C)(C)C. (5) Given the product [C:2]1([CH3:12])[CH:3]=[CH:4][C:5]([S:8]([O-:11])(=[O:9])=[O:10])=[CH:6][CH:7]=1.[CH:26]1([PH+:19]([CH:13]2[CH2:14][CH2:15][CH2:16][CH2:17][CH2:18]2)[CH:20]2[CH2:25][CH2:24][CH2:23][CH2:22][CH2:21]2)[CH2:27][CH2:28][CH2:29][CH2:30][CH2:31]1, predict the reactants needed to synthesize it. The reactants are: O.[C:2]1([CH3:12])[CH:7]=[CH:6][C:5]([S:8]([OH:11])(=[O:10])=[O:9])=[CH:4][CH:3]=1.[CH:13]1([P:19]([CH:26]2[CH2:31][CH2:30][CH2:29][CH2:28][CH2:27]2)[CH:20]2[CH2:25][CH2:24][CH2:23][CH2:22][CH2:21]2)[CH2:18][CH2:17][CH2:16][CH2:15][CH2:14]1. (6) Given the product [Cl:1]([O-:5])(=[O:4])(=[O:3])=[O:2].[NH:19]1[CH2:24][CH2:23][CH2:22][CH2:21][CH:20]1[C:8]1[N:9]([CH3:18])[C:10]2[CH:17]=[CH:16][CH:15]=[CH:14][C:11]=2[N+:12]=1[CH3:13], predict the reactants needed to synthesize it. The reactants are: [Cl:1]([O-:5])(=[O:4])(=[O:3])=[O:2].CS[C:8]1[N:9]([CH3:18])[C:10]2[CH:17]=[CH:16][CH:15]=[CH:14][C:11]=2[N+:12]=1[CH3:13].[NH:19]1[CH2:24][CH2:23][CH2:22][CH2:21][CH2:20]1. (7) The reactants are: [Cl:1][C:2]1[CH:3]=[CH:4][C:5]([F:21])=[C:6]([C:8]2[CH:17]=[C:16](B(O)O)[C:15]3[C:10](=[N:11][CH:12]=[CH:13][CH:14]=3)[N:9]=2)[CH:7]=1.C1(S([N:31]2[C:35]3=[CH:36][N:37]=[CH:38][CH:39]=[C:34]3[C:33](I)=[CH:32]2)(=O)=O)C=CC=CC=1.[C:41](=O)([OH:43])[O-:42].[Na+]. Given the product [CH:41]([OH:43])=[O:42].[Cl:1][C:2]1[CH:3]=[CH:4][C:5]([F:21])=[C:6]([C:8]2[CH:17]=[C:16]([C:33]3[C:34]4[C:35](=[CH:36][N:37]=[CH:38][CH:39]=4)[NH:31][CH:32]=3)[C:15]3[C:10](=[N:11][CH:12]=[CH:13][CH:14]=3)[N:9]=2)[CH:7]=1, predict the reactants needed to synthesize it. (8) Given the product [CH3:9][O:10][C:11](=[O:17])[CH2:12][C:13]1[N:1]=[C:2]2[CH:7]=[CH:6][C:5]([Cl:8])=[CH:4][N:3]2[CH:14]=1, predict the reactants needed to synthesize it. The reactants are: [NH2:1][C:2]1[CH:7]=[CH:6][C:5]([Cl:8])=[CH:4][N:3]=1.[CH3:9][O:10][C:11](=[O:17])[CH2:12][C:13](=O)[CH2:14]Cl.